This data is from Catalyst prediction with 721,799 reactions and 888 catalyst types from USPTO. The task is: Predict which catalyst facilitates the given reaction. (1) Reactant: [Br:1][C:2]1[N:7]2[CH:8]=[CH:9][N:10]=[C:6]2[C:5](Br)=[N:4][CH:3]=1.[NH2:12][C:13]1[CH:18]=[CH:17][C:16]([S:19]([NH:22][CH2:23][CH2:24][N:25]([CH2:28][CH3:29])[CH2:26][CH3:27])(=[O:21])=[O:20])=[CH:15][CH:14]=1.CC1(C)C2C(=C(P(C3C=CC=CC=3)C3C=CC=CC=3)C=CC=2)OC2C(P(C3C=CC=CC=3)C3C=CC=CC=3)=CC=CC1=2.C([O-])([O-])=O.[Cs+].[Cs+]. Product: [Br:1][C:2]1[N:7]2[CH:8]=[CH:9][N:10]=[C:6]2[C:5]([NH:12][C:13]2[CH:18]=[CH:17][C:16]([S:19]([NH:22][CH2:23][CH2:24][N:25]([CH2:28][CH3:29])[CH2:26][CH3:27])(=[O:20])=[O:21])=[CH:15][CH:14]=2)=[N:4][CH:3]=1. The catalyst class is: 62. (2) Reactant: [N+:1]([C:4]1[CH:9]=[CH:8][C:7]([C:10]2[O:11][C:12]3[C:13](=[C:15]([C:19]([NH2:21])=[O:20])[CH:16]=[CH:17][CH:18]=3)[N:14]=2)=[CH:6][CH:5]=1)([O-])=O. Product: [NH2:1][C:4]1[CH:5]=[CH:6][C:7]([C:10]2[O:11][C:12]3[C:13](=[C:15]([C:19]([NH2:21])=[O:20])[CH:16]=[CH:17][CH:18]=3)[N:14]=2)=[CH:8][CH:9]=1. The catalyst class is: 94. (3) Reactant: [N:1]([N:3]1[CH2:8][CH2:7][N:6]([C:9]([O:11][C:12]([CH3:15])([CH3:14])[CH3:13])=[O:10])[CH2:5][CH2:4]1)=O.[H-].[H-].[H-].[H-].[Li+].[Al+3]. Product: [NH2:1][N:3]1[CH2:4][CH2:5][N:6]([C:9]([O:11][C:12]([CH3:15])([CH3:14])[CH3:13])=[O:10])[CH2:7][CH2:8]1. The catalyst class is: 1. (4) Reactant: [F:1][C:2]1[CH:7]=[CH:6][CH:5]=[C:4]([F:8])[C:3]=1[CH2:9][C@H:10]([NH:23]C(=O)OC(C)(C)C)[CH2:11][N:12]1[C:20](=[O:21])[C:19]2[C:14](=[CH:15][CH:16]=[CH:17][CH:18]=2)[C:13]1=[O:22].Cl.O1CCOCC1. Product: [NH2:23][C@@H:10]([CH2:9][C:3]1[C:2]([F:1])=[CH:7][CH:6]=[CH:5][C:4]=1[F:8])[CH2:11][N:12]1[C:13](=[O:22])[C:14]2[C:19](=[CH:18][CH:17]=[CH:16][CH:15]=2)[C:20]1=[O:21]. The catalyst class is: 147. (5) Reactant: [CH3:1][O:2][C:3]1[CH:4]=[C:5]2[C:10](=[CH:11][CH:12]=1)[CH:9]=[C:8]([CH:13]=O)[CH:7]=[CH:6]2.[NH:15]1[CH2:19][CH2:18][CH2:17][CH2:16]1.[Na]. Product: [CH3:1][O:2][C:3]1[CH:4]=[C:5]2[C:10](=[CH:11][CH:12]=1)[CH:9]=[C:8]([CH2:13][N:15]1[CH2:19][CH2:18][CH2:17][CH2:16]1)[CH:7]=[CH:6]2. The catalyst class is: 506. (6) Reactant: C[O:2][C:3]([C:5]1[C:6]([C:22]([F:25])([F:24])[F:23])=[N:7][C:8]([NH:11][CH2:12][CH2:13][CH2:14][C:15]2[CH:20]=[CH:19][CH:18]=[C:17]([OH:21])[CH:16]=2)=[N:9][CH:10]=1)=[O:4].O.[OH-].[Li+]. Product: [OH:21][C:17]1[CH:16]=[C:15]([CH2:14][CH2:13][CH2:12][NH:11][C:8]2[N:7]=[C:6]([C:22]([F:25])([F:24])[F:23])[C:5]([C:3]([OH:4])=[O:2])=[CH:10][N:9]=2)[CH:20]=[CH:19][CH:18]=1. The catalyst class is: 38. (7) Reactant: Br[CH2:2][CH2:3][CH:4]=[C:5]1[C:11]2[CH:12]=[CH:13][CH:14]=[CH:15][C:10]=2[CH2:9][CH2:8][C:7]2[CH:16]=[CH:17][CH:18]=[CH:19][C:6]1=2.[Cl:20][C:21]1[CH:26]=[CH:25][C:24]([C:27]2([OH:33])[CH2:32][CH2:31][NH:30][CH2:29][CH2:28]2)=[CH:23][CH:22]=1.C(=O)([O-])[O-].[K+].[K+].[I-].[K+]. Product: [Cl:20][C:21]1[CH:26]=[CH:25][C:24]([C:27]2([OH:33])[CH2:28][CH2:29][N:30]([CH2:2][CH2:3][CH:4]=[C:5]3[C:11]4[CH:12]=[CH:13][CH:14]=[CH:15][C:10]=4[CH2:9][CH2:8][C:7]4[CH:16]=[CH:17][CH:18]=[CH:19][C:6]3=4)[CH2:31][CH2:32]2)=[CH:23][CH:22]=1. The catalyst class is: 248. (8) Reactant: [Cl:1][C:2]1[CH:28]=[CH:27][CH:26]=[CH:25][C:3]=1[O:4][C:5]1[N:14]=[C:13]([C:15]2[CH:20]=[CH:19][CH:18]=[C:17]([O:21][CH3:22])[C:16]=2[F:23])[CH:12]=[C:11]([CH3:24])[C:6]=1[C:7]([O:9]C)=[O:8].[OH-].[Li+].O. Product: [Cl:1][C:2]1[CH:28]=[CH:27][CH:26]=[CH:25][C:3]=1[O:4][C:5]1[N:14]=[C:13]([C:15]2[CH:20]=[CH:19][CH:18]=[C:17]([O:21][CH3:22])[C:16]=2[F:23])[CH:12]=[C:11]([CH3:24])[C:6]=1[C:7]([OH:9])=[O:8]. The catalyst class is: 1. (9) Reactant: [CH2:1](OS(C)(=O)=O)[CH2:2][CH2:3][CH3:4].[N:10]1([C:16]2[C:17](=[O:34])[N:18]([CH2:22][CH2:23][O:24][C:25]3[CH:30]=[C:29]([F:31])[C:28]([F:32])=[CH:27][C:26]=3[F:33])[CH:19]=[CH:20][N:21]=2)[CH2:15][CH2:14][NH:13][CH2:12][CH2:11]1.C(=O)([O-])[O-].[K+].[K+].O. Product: [F:33][C:26]1[CH:27]=[C:28]([F:32])[C:29]([F:31])=[CH:30][C:25]=1[O:24][CH2:23][CH2:22][N:18]1[CH:19]=[CH:20][N:21]=[C:16]([N:10]2[CH2:15][CH2:14][N:13]([CH2:1][CH2:2][CH2:3][CH3:4])[CH2:12][CH2:11]2)[C:17]1=[O:34]. The catalyst class is: 197. (10) Reactant: C([O:3][C:4]([C:6]1([NH:15][C:16](=[O:28])[C:17]2[CH:22]=[CH:21][CH:20]=[C:19]([Cl:23])[C:18]=2[O:24][CH:25]([CH3:27])[CH3:26])[CH2:14][C:13]2[C:8](=[CH:9][CH:10]=[CH:11][CH:12]=2)[CH2:7]1)=[O:5])C.[OH-].[K+].O. Product: [Cl:23][C:19]1[C:18]([O:24][CH:25]([CH3:27])[CH3:26])=[C:17]([CH:22]=[CH:21][CH:20]=1)[C:16]([NH:15][C:6]1([C:4]([OH:5])=[O:3])[CH2:14][C:13]2[C:8](=[CH:9][CH:10]=[CH:11][CH:12]=2)[CH2:7]1)=[O:28]. The catalyst class is: 14.